Dataset: Forward reaction prediction with 1.9M reactions from USPTO patents (1976-2016). Task: Predict the product of the given reaction. Given the reactants [S:1]1[CH:5]=[C:4]([C:6]2[CH:16]=[CH:15][C:9]([O:10][CH2:11][CH:12]3[CH2:14][O:13]3)=[CH:8][CH:7]=2)[C:3]2[CH:17]=[CH:18][CH:19]=[CH:20][C:2]1=2.[NH2:21][CH:22]1[C:30]2[C:25](=[CH:26][CH:27]=[CH:28][CH:29]=2)[CH2:24][CH2:23]1, predict the reaction product. The product is: [S:1]1[CH:5]=[C:4]([C:6]2[CH:16]=[CH:15][C:9]([O:10][CH2:11][C@H:12]([OH:13])[CH2:14][NH:21][CH:22]3[C:30]4[C:25](=[CH:26][CH:27]=[CH:28][CH:29]=4)[CH2:24][CH2:23]3)=[CH:8][CH:7]=2)[C:3]2[CH:17]=[CH:18][CH:19]=[CH:20][C:2]1=2.